The task is: Binary Classification. Given a T-cell receptor sequence (or CDR3 region) and an epitope sequence, predict whether binding occurs between them.. This data is from TCR-epitope binding with 47,182 pairs between 192 epitopes and 23,139 TCRs. The epitope is LLQTGIHVRVSQPSL. The TCR CDR3 sequence is CSAHPRGVGELFF. Result: 1 (the TCR binds to the epitope).